Dataset: Reaction yield outcomes from USPTO patents with 853,638 reactions. Task: Predict the reaction yield, written as a fraction of the theoretical maximum amount of product (1.0 means a 100% yield; for example, 0.34 means a 34% yield). The reactants are [CH3:1][O:2][C:3]1[CH:11]=[C:7]([C:8]([OH:10])=O)[C:6]([OH:12])=[CH:5][CH:4]=1.[Cl:13][C:14]1[CH:20]=[CH:19][C:18]([C:21]([F:24])([F:23])[F:22])=[CH:17][C:15]=1[NH2:16]. No catalyst specified. The product is [Cl:13][C:14]1[CH:20]=[CH:19][C:18]([C:21]([F:23])([F:24])[F:22])=[CH:17][C:15]=1[NH:16][C:8](=[O:10])[C:7]1[CH:11]=[C:3]([O:2][CH3:1])[CH:4]=[CH:5][C:6]=1[OH:12]. The yield is 0.564.